Dataset: Full USPTO retrosynthesis dataset with 1.9M reactions from patents (1976-2016). Task: Predict the reactants needed to synthesize the given product. (1) The reactants are: C(OCC)C.C([Mg]Br)C.[C:10]1([S:16]([N:19]2[C:27]3[C:22](=[CH:23][C:24]([F:29])=[CH:25][C:26]=3[F:28])[C:21](I)=[CH:20]2)(=[O:18])=[O:17])[CH:15]=[CH:14][CH:13]=[CH:12][CH:11]=1.[CH2:31]([N:38]([CH2:43][C:44]1[CH:49]=[CH:48][CH:47]=[CH:46][CH:45]=1)[CH:39]([CH3:42])[CH:40]=[O:41])[C:32]1[CH:37]=[CH:36][CH:35]=[CH:34][CH:33]=1. Given the product [CH2:43]([N:38]([CH:39]([CH3:42])[CH:40]([C:21]1[C:22]2[C:27](=[C:26]([F:28])[CH:25]=[C:24]([F:29])[CH:23]=2)[N:19]([S:16]([C:10]2[CH:15]=[CH:14][CH:13]=[CH:12][CH:11]=2)(=[O:18])=[O:17])[CH:20]=1)[OH:41])[CH2:31][C:32]1[CH:37]=[CH:36][CH:35]=[CH:34][CH:33]=1)[C:44]1[CH:49]=[CH:48][CH:47]=[CH:46][CH:45]=1, predict the reactants needed to synthesize it. (2) Given the product [N:5]1[C:4]2[NH:8][CH:9]=[CH:10][C:3]=2[C:2]([NH:11][C:12]2[CH:13]=[C:14]3[C:18](=[CH:19][CH:20]=2)[NH:17][N:16]=[C:15]3[C:21]#[N:22])=[N:7][CH:6]=1, predict the reactants needed to synthesize it. The reactants are: Cl[C:2]1[C:3]2[CH:10]=[CH:9][NH:8][C:4]=2[N:5]=[CH:6][N:7]=1.[NH2:11][C:12]1[CH:13]=[C:14]2[C:18](=[CH:19][CH:20]=1)[NH:17][N:16]=[C:15]2[C:21]#[N:22].